This data is from Full USPTO retrosynthesis dataset with 1.9M reactions from patents (1976-2016). The task is: Predict the reactants needed to synthesize the given product. (1) Given the product [Cl:12][C:13]1[CH:18]=[CH:17][C:16]([C:19]([CH:22]2[CH2:24][CH:23]2[C:25]#[N:26])([C:31]2[C:30]3[C:34](=[C:35]([CH2:37][S:38][CH3:39])[CH:36]=[C:28]([F:27])[CH:29]=3)[NH:33][CH:32]=2)[CH3:20])=[CH:15][CH:14]=1, predict the reactants needed to synthesize it. The reactants are: [Cl-].[In+3].[Cl-].[Cl-].FC(F)(F)C(O)=O.[Cl:12][C:13]1[CH:18]=[CH:17][C:16]([C:19]([CH:22]2[CH2:24][CH:23]2[C:25]#[N:26])(O)[CH3:20])=[CH:15][CH:14]=1.[F:27][C:28]1[CH:29]=[C:30]2[C:34](=[C:35]([CH2:37][S:38][CH3:39])[CH:36]=1)[NH:33][CH:32]=[CH:31]2. (2) Given the product [CH2:3]([O:2][P:1]([CH2:11][C:12]1([CH2:20][P:1]([O:5][CH2:6][CH3:7])([O:2][CH2:3][CH3:4])=[O:8])[CH2:17][O:16][C:15]([CH3:19])([CH3:18])[O:14][CH2:13]1)([O:5][CH2:6][CH3:7])=[O:8])[CH3:4], predict the reactants needed to synthesize it. The reactants are: [P:1]([O-:8])([O:5][CH2:6][CH3:7])[O:2][CH2:3][CH3:4].[Na+].Br[CH2:11][C:12]1([CH2:20]Br)[CH2:17][O:16][C:15]([CH3:19])([CH3:18])[O:14][CH2:13]1.[Cl-].[NH4+]. (3) Given the product [Cl:23][C:24]1[CH:31]=[CH:30][CH:29]=[C:28]([Cl:32])[C:25]=1[CH2:26][NH:1][CH:2]([CH2:7][C:8]1[CH:13]=[CH:12][C:11]([N+:14]([O-:16])=[O:15])=[CH:10][CH:9]=1)[C:3]([O:5][CH3:6])=[O:4], predict the reactants needed to synthesize it. The reactants are: [NH2:1][CH:2]([CH2:7][C:8]1[CH:13]=[CH:12][C:11]([N+:14]([O-:16])=[O:15])=[CH:10][CH:9]=1)[C:3]([O:5][CH3:6])=[O:4].C([O-])([O-])=O.[K+].[K+].[Cl:23][C:24]1[CH:31]=[CH:30][CH:29]=[C:28]([Cl:32])[C:25]=1[CH2:26]Br. (4) The reactants are: [O:1]1[CH:5]=[CH:4][C:3](C(O)=O)=[CH:2]1.C([N:11]([CH2:14]C)CC)C.[C:16]([OH:20])([CH3:19])([CH3:18])[CH3:17].C1(P(N=[N+]=[N-])(C2C=CC=CC=2)=[O:28])C=CC=CC=1. Given the product [O:1]1[CH:5]=[CH:4][C:3]([NH:11][C:14](=[O:28])[O:20][C:16]([CH3:19])([CH3:18])[CH3:17])=[CH:2]1, predict the reactants needed to synthesize it. (5) Given the product [CH2:7]([N:9]1[CH2:13][CH2:12][C@@H:11]([CH2:14][CH2:15][NH2:16])[CH2:10]1)[CH3:8], predict the reactants needed to synthesize it. The reactants are: [H-].[Al+3].[Li+].[H-].[H-].[H-].[CH2:7]([N:9]1[CH2:13][CH2:12][C@@H:11]([CH2:14][C:15]#[N:16])[CH2:10]1)[CH3:8].O.[OH-].[Na+]. (6) The reactants are: [CH2:1]([O:3][C:4]([C:6]1[NH:10][N:9]=[C:8]([CH3:11])[CH:7]=1)=[O:5])[CH3:2].[H-].[Na+].O.O1CCC[CH2:16]1. Given the product [CH2:1]([O:3][C:4]([C:6]1[N:10]([CH3:16])[N:9]=[C:8]([CH3:11])[CH:7]=1)=[O:5])[CH3:2], predict the reactants needed to synthesize it. (7) Given the product [CH3:18][N:15]1[CH2:16][CH2:17][N:12]([C:4]2[CH:3]=[C:2]([B:19]3[O:23][C:22]([CH3:25])([CH3:24])[C:21]([CH3:27])([CH3:26])[O:20]3)[C:11]3[C:6](=[CH:7][CH:8]=[CH:9][CH:10]=3)[N:5]=2)[CH2:13][CH2:14]1, predict the reactants needed to synthesize it. The reactants are: Br[C:2]1[C:11]2[C:6](=[CH:7][CH:8]=[CH:9][CH:10]=2)[N:5]=[C:4]([N:12]2[CH2:17][CH2:16][N:15]([CH3:18])[CH2:14][CH2:13]2)[CH:3]=1.[B:19]1([B:19]2[O:23][C:22]([CH3:25])([CH3:24])[C:21]([CH3:27])([CH3:26])[O:20]2)[O:23][C:22]([CH3:25])([CH3:24])[C:21]([CH3:27])([CH3:26])[O:20]1.C([O-])(=O)C.[K+]. (8) The reactants are: [Cl:1][C:2]1[CH:3]=[N:4][CH:5]=[C:6]([F:9])[C:7]=1I.[CH3:10][N:11]1[CH2:16][CH2:15][NH:14][CH2:13][CH2:12]1.CCN(C(C)C)C(C)C. Given the product [Cl:1][C:2]1[CH:3]=[N:4][CH:5]=[C:6]([F:9])[C:7]=1[N:14]1[CH2:15][CH2:16][N:11]([CH3:10])[CH2:12][CH2:13]1, predict the reactants needed to synthesize it.